Dataset: Reaction yield outcomes from USPTO patents with 853,638 reactions. Task: Predict the reaction yield, written as a fraction of the theoretical maximum amount of product (1.0 means a 100% yield; for example, 0.34 means a 34% yield). (1) The yield is 0.750. The product is [Cl:48][C:49]1[CH:50]=[C:51]([C:52](=[NH:53])[NH:54][C:6](=[O:8])[C:5]2[C:9]([F:13])=[CH:10][N:11]=[CH:12][C:4]=2[CH:1]2[CH2:2][CH2:3]2)[CH:55]=[CH:56][N:57]=1. The catalyst is CN(C=O)C. The reactants are [CH:1]1([C:4]2[CH:12]=[N:11][CH:10]=[C:9]([F:13])[C:5]=2[C:6]([OH:8])=O)[CH2:3][CH2:2]1.CN(C(ON1N=NC2C=CC=NC1=2)=[N+](C)C)C.F[P-](F)(F)(F)(F)F.CCN(C(C)C)C(C)C.Cl.[Cl:48][C:49]1[CH:50]=[C:51]([CH:55]=[CH:56][N:57]=1)[C:52]([NH2:54])=[NH:53]. (2) The reactants are Br[C:2]1[CH:3]=[C:4]([C:8]2([C:21]3[CH:26]=[CH:25][CH:24]=[CH:23][CH:22]=3)[C:20]3[CH:19]=[CH:18][CH:17]=[CH:16][C:15]=3[C:14]3[C:9]2=[CH:10][CH:11]=[CH:12][CH:13]=3)[CH:5]=[CH:6][CH:7]=1.CC(C)([O-])C.[Na+].[NH2:33][C:34]1[CH:39]=[CH:38][CH:37]=[C:36]([CH3:40])[CH:35]=1.C(P(C(C)(C)C)C(C)(C)C)(C)(C)C. The catalyst is C1C=CC(/C=C/C(/C=C/C2C=CC=CC=2)=O)=CC=1.C1C=CC(/C=C/C(/C=C/C2C=CC=CC=2)=O)=CC=1.[Pd].CCCCCC.C1(C)C=CC=CC=1. The product is [CH3:40][C:36]1[CH:35]=[C:34]([NH:33][C:25]2[CH:24]=[CH:23][CH:22]=[C:21]([C:8]3([C:4]4[CH:5]=[CH:6][CH:7]=[CH:2][CH:3]=4)[C:9]4[CH:10]=[CH:11][CH:12]=[CH:13][C:14]=4[C:15]4[C:20]3=[CH:19][CH:18]=[CH:17][CH:16]=4)[CH:26]=2)[CH:39]=[CH:38][CH:37]=1. The yield is 0.820. (3) The reactants are C(NC(C)C)(C)C.C([Li])CCC.[CH2:13]([O:20][C:21]1[CH2:26][CH2:25][CH2:24][C:23](=[O:27])[CH:22]=1)[C:14]1[CH:19]=[CH:18][CH:17]=[CH:16][CH:15]=1.[CH2:28]1[O:38][C:31]2([CH2:36][CH2:35][C:34](=[O:37])[CH2:33][CH2:32]2)[O:30][CH2:29]1.[Cl-].[NH4+]. The yield is 0.880. The catalyst is O1CCCC1.ClCCl. The product is [CH2:13]([O:20][C:21]1[CH2:26][CH2:25][CH:24]([C:34]2([OH:37])[CH2:35][CH2:36][C:31]3([O:38][CH2:28][CH2:29][O:30]3)[CH2:32][CH2:33]2)[C:23](=[O:27])[CH:22]=1)[C:14]1[CH:19]=[CH:18][CH:17]=[CH:16][CH:15]=1.